From a dataset of Full USPTO retrosynthesis dataset with 1.9M reactions from patents (1976-2016). Predict the reactants needed to synthesize the given product. The reactants are: [CH:1]1([CH2:7][CH2:8][CH2:9][O:10][C:11]2[CH:16]=[CH:15][C:14]([CH2:17][CH2:18][CH2:19][O:20][C:21]3[CH:31]=[CH:30][C:24]([C:25]([O:27]CC)=[O:26])=[CH:23][C:22]=3[CH2:32][C:33]([NH:35][CH:36]3[CH2:41][CH2:40][CH2:39][CH:38]([C:42]([O:44]C)=[O:43])[CH2:37]3)=[O:34])=[CH:13][CH:12]=2)[CH2:6][CH2:5][CH2:4][CH2:3][CH2:2]1.[OH-].[Na+]. Given the product [C:42]([CH:38]1[CH2:39][CH2:40][CH2:41][CH:36]([NH:35][C:33](=[O:34])[CH2:32][C:22]2[CH:23]=[C:24]([CH:30]=[CH:31][C:21]=2[O:20][CH2:19][CH2:18][CH2:17][C:14]2[CH:15]=[CH:16][C:11]([O:10][CH2:9][CH2:8][CH2:7][CH:1]3[CH2:6][CH2:5][CH2:4][CH2:3][CH2:2]3)=[CH:12][CH:13]=2)[C:25]([OH:27])=[O:26])[CH2:37]1)([OH:44])=[O:43], predict the reactants needed to synthesize it.